From a dataset of Reaction yield outcomes from USPTO patents with 853,638 reactions. Predict the reaction yield, written as a fraction of the theoretical maximum amount of product (1.0 means a 100% yield; for example, 0.34 means a 34% yield). The reactants are Br[C:2]1[C:3](=[O:9])[NH:4][N:5]=[C:6]([Cl:8])[CH:7]=1.[CH3:10][N:11]1[CH:15]=[CH:14][C:13]([NH2:16])=[N:12]1.C(P(C(C)(C)C)C1C=CC=CC=1C1C(C(C)C)=CC(C(C)C)=CC=1C(C)C)(C)(C)C.CC(C)([O-])C.[Na+]. The catalyst is O1CCOCC1.C1C=CC(/C=C/C(/C=C/C2C=CC=CC=2)=O)=CC=1.C1C=CC(/C=C/C(/C=C/C2C=CC=CC=2)=O)=CC=1.C1C=CC(/C=C/C(/C=C/C2C=CC=CC=2)=O)=CC=1.[Pd].[Pd]. The product is [Cl:8][C:6]1[CH:7]=[C:2]([NH:16][C:13]2[CH:14]=[CH:15][N:11]([CH3:10])[N:12]=2)[C:3](=[O:9])[NH:4][N:5]=1. The yield is 0.250.